This data is from NCI-60 drug combinations with 297,098 pairs across 59 cell lines. The task is: Regression. Given two drug SMILES strings and cell line genomic features, predict the synergy score measuring deviation from expected non-interaction effect. (1) Drug 1: CC1=C(C(=CC=C1)Cl)NC(=O)C2=CN=C(S2)NC3=CC(=NC(=N3)C)N4CCN(CC4)CCO. Drug 2: C1C(C(OC1N2C=NC3=C2NC=NCC3O)CO)O. Cell line: TK-10. Synergy scores: CSS=5.69, Synergy_ZIP=1.27, Synergy_Bliss=6.79, Synergy_Loewe=-9.61, Synergy_HSA=3.87. (2) Drug 1: CCC1=CC2CC(C3=C(CN(C2)C1)C4=CC=CC=C4N3)(C5=C(C=C6C(=C5)C78CCN9C7C(C=CC9)(C(C(C8N6C)(C(=O)OC)O)OC(=O)C)CC)OC)C(=O)OC.C(C(C(=O)O)O)(C(=O)O)O. Drug 2: CCN(CC)CCNC(=O)C1=C(NC(=C1C)C=C2C3=C(C=CC(=C3)F)NC2=O)C. Cell line: SK-MEL-5. Synergy scores: CSS=19.9, Synergy_ZIP=6.57, Synergy_Bliss=7.38, Synergy_Loewe=-18.9, Synergy_HSA=1.68. (3) Drug 1: CCC1=CC2CC(C3=C(CN(C2)C1)C4=CC=CC=C4N3)(C5=C(C=C6C(=C5)C78CCN9C7C(C=CC9)(C(C(C8N6C)(C(=O)OC)O)OC(=O)C)CC)OC)C(=O)OC.C(C(C(=O)O)O)(C(=O)O)O. Drug 2: C1CC(=O)NC(=O)C1N2C(=O)C3=CC=CC=C3C2=O. Cell line: PC-3. Synergy scores: CSS=14.6, Synergy_ZIP=-1.62, Synergy_Bliss=-2.02, Synergy_Loewe=-33.9, Synergy_HSA=-0.210.